Dataset: Catalyst prediction with 721,799 reactions and 888 catalyst types from USPTO. Task: Predict which catalyst facilitates the given reaction. Reactant: [CH3:1][C:2]1[CH:10]=[CH:9][CH:8]=[C:7]2[C:3]=1[CH2:4][CH2:5][NH:6]2.O=[CH:12][C:13]1[CH:21]=[CH:20][C:17]([O:18][CH3:19])=[C:15]([OH:16])[CH:14]=1.C(O[BH-](OC(=O)C)OC(=O)C)(=O)C.[Na+]. The catalyst class is: 4. Product: [CH3:19][O:18][C:17]1[CH:20]=[CH:21][C:13]([CH2:12][N:6]2[C:7]3[C:3](=[C:2]([CH3:1])[CH:10]=[CH:9][CH:8]=3)[CH2:4][CH2:5]2)=[CH:14][C:15]=1[OH:16].